This data is from Full USPTO retrosynthesis dataset with 1.9M reactions from patents (1976-2016). The task is: Predict the reactants needed to synthesize the given product. (1) Given the product [CH3:1][O:2][C:3]1[CH:4]=[C:5]2[C:10](=[CH:11][CH:12]=1)[CH:9]=[C:8]([CH2:13][CH2:14][NH2:15])[CH:7]=[CH:6]2, predict the reactants needed to synthesize it. The reactants are: [CH3:1][O:2][C:3]1[CH:4]=[C:5]2[C:10](=[CH:11][CH:12]=1)[CH:9]=[C:8]([CH2:13][C:14]#[N:15])[CH:7]=[CH:6]2.N.[H][H]. (2) Given the product [N+:1]([C:4]1[CH:5]=[CH:6][C:7]([C:8]2[CH:14]=[CH:13][O:10][N:9]=2)=[CH:11][CH:12]=1)([O-:3])=[O:2], predict the reactants needed to synthesize it. The reactants are: [N+:1]([C:4]1[CH:12]=[CH:11][C:7]([CH:8]=[N:9][OH:10])=[CH:6][CH:5]=1)([O-:3])=[O:2].[CH:13]12CC(C=C1)C=[CH:14]2.[O-]Cl.[Na+]. (3) Given the product [OH:48][CH2:47][CH2:35][O:38][C:50]1[CH:55]=[C:54]([CH:4]2[CH2:5][CH2:6][N:1]([C:27]([O:29][CH2:30][C:31]([Cl:34])([Cl:33])[Cl:32])=[O:28])[CH2:2][CH:3]2[O:7][CH2:9][C:10]2[CH:19]=[CH:18][C:17]3[C:12](=[CH:13][CH:14]=[CH:15][CH:16]=3)[CH:11]=2)[CH:53]=[CH:52][CH:51]=1, predict the reactants needed to synthesize it. The reactants are: [NH:1]1[CH2:6][CH2:5][CH2:4][CH:3]([OH:7])[CH2:2]1.Br[CH2:9][C:10]1[CH:19]=[CH:18][C:17]2[C:12](=[CH:13][CH:14]=[CH:15][CH:16]=2)[CH:11]=1.N1CCCCC1.Cl[C:27]([O:29][CH2:30][C:31]([Cl:34])([Cl:33])[Cl:32])=[O:28].[C:35](=[O:38])([O-])[O-].[K+].[K+].N1([C:47]([O-])=[O:48])CCCCC1.[C:50]1(C)[CH:55]=[CH:54][C:53](S(O)(=O)=O)=[CH:52][CH:51]=1. (4) Given the product [F:8][C:5]1[C:4]([NH2:9])=[CH:3][C:2]([B:13]2[O:14][C:15]([CH3:17])([CH3:16])[C:11]([CH3:27])([CH3:10])[O:12]2)=[CH:7][N:6]=1, predict the reactants needed to synthesize it. The reactants are: Br[C:2]1[CH:3]=[C:4]([NH2:9])[C:5]([F:8])=[N:6][CH:7]=1.[CH3:10][C:11]1([CH3:27])[C:15]([CH3:17])([CH3:16])[O:14][B:13]([B:13]2[O:14][C:15]([CH3:17])([CH3:16])[C:11]([CH3:27])([CH3:10])[O:12]2)[O:12]1.C([O-])(=O)C.[K+]. (5) The reactants are: O[CH2:2][CH:3]1[CH2:7][CH2:6][N:5]([C:8]([O:10][C:11]([CH3:14])([CH3:13])[CH3:12])=[O:9])[CH2:4]1.C(Br)(Br)(Br)[Br:16].C1(P(C2C=CC=CC=2)C2C=CC=CC=2)C=CC=CC=1. Given the product [Br:16][CH2:2][CH:3]1[CH2:7][CH2:6][N:5]([C:8]([O:10][C:11]([CH3:14])([CH3:13])[CH3:12])=[O:9])[CH2:4]1, predict the reactants needed to synthesize it. (6) Given the product [Cl:1][C:2]1[CH:3]=[CH:4][C:5]([C:8]2[N:16]([C:17]3[CH:22]=[CH:21][C:20]([Cl:23])=[CH:19][C:18]=3[Cl:24])[C:15]3[CH2:14][CH2:13][NH:12][C:11](=[O:36])[C:10]=3[C:9]=2[CH3:37])=[CH:6][CH:7]=1, predict the reactants needed to synthesize it. The reactants are: [Cl:1][C:2]1[CH:7]=[CH:6][C:5]([C:8]2[N:16]([C:17]3[CH:22]=[CH:21][C:20]([Cl:23])=[CH:19][C:18]=3[Cl:24])[C:15]3[CH2:14][CH2:13][N:12](CC4C=CC(OC)=CC=4OC)[C:11](=[O:36])[C:10]=3[C:9]=2[CH3:37])=[CH:4][CH:3]=1. (7) Given the product [CH3:44][O:43][C:40]1[CH:41]=[CH:42][C:37]([C:20]2[C:21]([NH:23][CH:24]3[CH2:29][CH2:28][NH:27][CH2:26][CH2:25]3)=[CH:22][C:17]([NH:16][C:13]3[N:14]=[CH:15][C:10]([C:8]#[N:9])=[N:11][CH:12]=3)=[N:18][CH:19]=2)=[CH:38][CH:39]=1, predict the reactants needed to synthesize it. The reactants are: FC(F)(F)C(O)=O.[C:8]([C:10]1[N:11]=[CH:12][C:13]([NH:16][C:17]2[CH:22]=[C:21]([NH:23][CH:24]3[CH2:29][CH2:28][N:27](C(OC(C)(C)C)=O)[CH2:26][CH2:25]3)[C:20]([C:37]3[CH:42]=[CH:41][C:40]([O:43][CH3:44])=[CH:39][CH:38]=3)=[CH:19][N:18]=2)=[N:14][CH:15]=1)#[N:9].